Task: Predict which catalyst facilitates the given reaction.. Dataset: Catalyst prediction with 721,799 reactions and 888 catalyst types from USPTO (1) Reactant: [Br:1][C:2]1[C:7]([CH3:8])=[CH:6][C:5]([OH:9])=[C:4]([N+:10]([O-:12])=[O:11])[CH:3]=1.[CH3:13][CH:14](O)[CH3:15].C1(P(C2C=CC=CC=2)C2C=CC=CC=2)C=CC=CC=1. Product: [Br:1][C:2]1[CH:3]=[C:4]([N+:10]([O-:12])=[O:11])[C:5]([O:9][CH:14]([CH3:15])[CH3:13])=[CH:6][C:7]=1[CH3:8]. The catalyst class is: 1. (2) Reactant: [N:1]1[CH:6]=[CH:5][CH:4]=[CH:3][C:2]=1[Sn](CCCC)(CCCC)CCCC.Cl[C:21]1[C:22]([F:46])=[CH:23][C:24]2[C:25]3[NH:39][N:38]([CH:40]4[CH2:45][CH2:44][CH2:43][CH2:42][O:41]4)[CH2:37][C:26]=3[C:27](=[O:36])[N:28]([CH2:31][C:32]([F:35])([F:34])[F:33])[C:29]=2[CH:30]=1.C([O-])(O)=O.[Na+]. Product: [F:46][C:22]1[C:21]([C:2]2[CH:3]=[CH:4][CH:5]=[CH:6][N:1]=2)=[CH:30][C:29]2[N:28]([CH2:31][C:32]([F:34])([F:35])[F:33])[C:27](=[O:36])[C:26]3[CH2:37][N:38]([CH:40]4[CH2:45][CH2:44][CH2:43][CH2:42][O:41]4)[NH:39][C:25]=3[C:24]=2[CH:23]=1. The catalyst class is: 3. (3) Reactant: [CH3:1][N:2]1[CH:6]([C:7]([OH:9])=O)[CH2:5][N:4]([CH:10]([CH3:12])[CH3:11])[C:3]1=[O:13].C(N1CCOCC1)C.O.ON1C2C=CC=CC=2N=N1.Cl.C(N=C=NCCCN(C)C)C.[Cl:45][C:46]1[CH:51]=[C:50]([Cl:52])[CH:49]=[CH:48][C:47]=1[CH2:53][NH2:54]. Product: [Cl:45][C:46]1[CH:51]=[C:50]([Cl:52])[CH:49]=[CH:48][C:47]=1[CH2:53][NH:54][C:7]([CH:6]1[CH2:5][N:4]([CH:10]([CH3:12])[CH3:11])[C:3](=[O:13])[N:2]1[CH3:1])=[O:9]. The catalyst class is: 4.